From a dataset of Full USPTO retrosynthesis dataset with 1.9M reactions from patents (1976-2016). Predict the reactants needed to synthesize the given product. (1) Given the product [C:13]([O:17][C:18](=[O:25])[NH:19][CH2:20][C@@H:21]([OH:24])[CH2:22][NH:23][C:2]1[C:7]([N+:8]([O-:10])=[O:9])=[CH:6][CH:5]=[C:4]([O:11][CH3:12])[N:3]=1)([CH3:16])([CH3:14])[CH3:15], predict the reactants needed to synthesize it. The reactants are: Cl[C:2]1[C:7]([N+:8]([O-:10])=[O:9])=[CH:6][CH:5]=[C:4]([O:11][CH3:12])[N:3]=1.[C:13]([O:17][C:18](=[O:25])[NH:19][CH2:20][C@@H:21]([OH:24])[CH2:22][NH2:23])([CH3:16])([CH3:15])[CH3:14]. (2) Given the product [N:28]1([C:33]([O:10][C:9]2[C:4]([NH2:3])=[N:5][C:6]([C:11]3[C:19]4[C:14](=[N:15][CH:16]=[CH:17][CH:18]=4)[N:13]([CH2:20][C:21]4[CH:26]=[CH:25][CH:24]=[CH:23][C:22]=4[F:27])[N:12]=3)=[N:7][CH:8]=2)=[O:34])[CH2:32][CH2:31][CH2:30][CH2:29]1, predict the reactants needed to synthesize it. The reactants are: [H-].[Na+].[NH2:3][C:4]1[C:9]([OH:10])=[CH:8][N:7]=[C:6]([C:11]2[C:19]3[C:14](=[N:15][CH:16]=[CH:17][CH:18]=3)[N:13]([CH2:20][C:21]3[CH:26]=[CH:25][CH:24]=[CH:23][C:22]=3[F:27])[N:12]=2)[N:5]=1.[N:28]1([C:33](Cl)=[O:34])[CH2:32][CH2:31][CH2:30][CH2:29]1.